Dataset: Peptide-MHC class II binding affinity with 134,281 pairs from IEDB. Task: Regression. Given a peptide amino acid sequence and an MHC pseudo amino acid sequence, predict their binding affinity value. This is MHC class II binding data. (1) The peptide sequence is LEAKATFYGSNPRGA. The MHC is DRB3_0101 with pseudo-sequence DRB3_0101. The binding affinity (normalized) is 0. (2) The peptide sequence is KPIFHFVGTSTFSEY. The MHC is DRB1_0301 with pseudo-sequence DRB1_0301. The binding affinity (normalized) is 0.192.